From a dataset of Catalyst prediction with 721,799 reactions and 888 catalyst types from USPTO. Predict which catalyst facilitates the given reaction. (1) Reactant: [CH3:1][C:2]1([C:8](Cl)=[O:9])[CH2:7][CH2:6][CH2:5][CH2:4][CH2:3]1.[N+](=[CH2:13])=[N-].[ClH:14]. Product: [Cl:14][CH2:13][C:8]([C:2]1([CH3:1])[CH2:7][CH2:6][CH2:5][CH2:4][CH2:3]1)=[O:9]. The catalyst class is: 27. (2) Reactant: [F:1][C:2]1[CH:3]=[C:4]([CH:16]=[CH:17][C:18]=1[F:19])[CH2:5][N:6]1[C:11](=[O:12])[CH:10]=[CH:9][C:8]([C:13]([OH:15])=O)=[CH:7]1.Cl.Cl.[NH:22]1[C:26]2([CH2:31][CH2:30][NH:29][CH2:28][CH2:27]2)[CH2:25][NH:24]/[C:23]/1=[N:32]\[C:33]([C:35]1[C:40]([NH2:41])=[N:39][C:38]([NH2:42])=[C:37]([Cl:43])[N:36]=1)=[O:34].CN1CCOCC1.CN(C(ON1N=NC2C=CC=NC1=2)=[N+](C)C)C.F[P-](F)(F)(F)(F)F. Product: [F:1][C:2]1[CH:3]=[C:4]([CH:16]=[CH:17][C:18]=1[F:19])[CH2:5][N:6]1[C:11](=[O:12])[CH:10]=[CH:9][C:8]([C:13]([N:29]2[CH2:30][CH2:31][C:26]3([NH:22]/[C:23](=[N:32]/[C:33]([C:35]4[C:40]([NH2:41])=[N:39][C:38]([NH2:42])=[C:37]([Cl:43])[N:36]=4)=[O:34])/[NH:24][CH2:25]3)[CH2:27][CH2:28]2)=[O:15])=[CH:7]1. The catalyst class is: 37. (3) Reactant: [Cl:1][C:2]1[CH:3]=[C:4]([CH:17]=[CH:18][CH:19]=1)[CH2:5][NH:6][C:7]1[N:15]=[C:14]([F:16])[N:13]=[C:12]2[C:8]=1[N:9]=[CH:10][NH:11]2.C(=O)([O-])[O-].[K+].[K+].Br[CH:27]([CH3:29])[CH3:28].C(Cl)Cl.CCOCC.CO. Product: [Cl:1][C:2]1[CH:3]=[C:4]([CH:17]=[CH:18][CH:19]=1)[CH2:5][NH:6][C:7]1[N:15]=[C:14]([F:16])[N:13]=[C:12]2[C:8]=1[N:9]=[CH:10][N:11]2[CH:27]([CH3:29])[CH3:28]. The catalyst class is: 9. (4) Reactant: [O:1]1[CH2:6][CH2:5][CH:4]([C:7]2[CH:11]=[CH:10][NH:9][N:8]=2)[CH2:3][CH2:2]1.C1C(=O)N([Cl:19])C(=O)C1. Product: [Cl:19][C:11]1[C:7]([CH:4]2[CH2:3][CH2:2][O:1][CH2:6][CH2:5]2)=[N:8][NH:9][CH:10]=1. The catalyst class is: 7. (5) Reactant: [CH2:1]=[CH:2][C:3]1[CH:8]=[CH:7][CH:6]=[CH:5][CH:4]=1.[C:9](#[N:12])[CH:10]=[CH2:11].P([O-])([O-])([O-])=O.[Ca+2].P([O-])([O-])([O-])=O.[Ca+2].[Ca+2].C(OOCCCCCCCCCCCC)CCCCCCCCCCC.CC(C(C(C(S)(C)C)(C)C)(C)C)C. Product: [CH2:11]=[CH:10][C:9]#[N:12].[CH2:1]=[CH:2][C:3]1[CH:8]=[CH:7][CH:6]=[CH:5][CH:4]=1. The catalyst class is: 18. (6) Reactant: C([Sn](CCCC)(CCCC)[C:6]#[C:7][CH2:8][O:9][CH:10]1[CH2:15][CH2:14][CH2:13][CH2:12][O:11]1)CCC.Cl[C:25]1[C:30]([F:31])=[CH:29][CH:28]=[CH:27][N:26]=1. Product: [F:31][C:30]1[C:25]([C:6]#[C:7][CH2:8][O:9][CH:10]2[CH2:15][CH2:14][CH2:13][CH2:12][O:11]2)=[N:26][CH:27]=[CH:28][CH:29]=1. The catalyst class is: 184.